This data is from Catalyst prediction with 721,799 reactions and 888 catalyst types from USPTO. The task is: Predict which catalyst facilitates the given reaction. Reactant: [F:1][C:2]1[C:15]2[N:14]=[CH:13][C:12]3[NH:11][CH:10]=[C:9]([C:16]([O:18][CH2:19][CH3:20])=[O:17])[C:8](=[O:21])[C:7]=3[C:6]=2[CH:5]=[CH:4][C:3]=1[F:22].[C:23](=O)([O-])[O-].[K+].[K+].CI. Product: [F:1][C:2]1[C:15]2[N:14]=[CH:13][C:12]3[N:11]([CH3:23])[CH:10]=[C:9]([C:16]([O:18][CH2:19][CH3:20])=[O:17])[C:8](=[O:21])[C:7]=3[C:6]=2[CH:5]=[CH:4][C:3]=1[F:22]. The catalyst class is: 16.